From a dataset of NCI-60 drug combinations with 297,098 pairs across 59 cell lines. Regression. Given two drug SMILES strings and cell line genomic features, predict the synergy score measuring deviation from expected non-interaction effect. (1) Drug 1: C1CCC(C(C1)N)N.C(=O)(C(=O)[O-])[O-].[Pt+4]. Drug 2: CC(C)CN1C=NC2=C1C3=CC=CC=C3N=C2N. Cell line: TK-10. Synergy scores: CSS=14.3, Synergy_ZIP=-3.54, Synergy_Bliss=0.0182, Synergy_Loewe=-2.33, Synergy_HSA=-1.91. (2) Drug 1: CN1C(=O)N2C=NC(=C2N=N1)C(=O)N. Drug 2: C1CN(CCN1C(=O)CCBr)C(=O)CCBr. Cell line: SK-OV-3. Synergy scores: CSS=6.97, Synergy_ZIP=-2.41, Synergy_Bliss=-0.428, Synergy_Loewe=-3.42, Synergy_HSA=-1.61. (3) Drug 1: C1=CC(=CC=C1CC(C(=O)O)N)N(CCCl)CCCl.Cl. Drug 2: C1C(C(OC1N2C=NC3=C2NC=NCC3O)CO)O. Cell line: SK-MEL-5. Synergy scores: CSS=6.17, Synergy_ZIP=-0.355, Synergy_Bliss=2.86, Synergy_Loewe=-9.89, Synergy_HSA=-3.60. (4) Drug 1: C1=C(C(=O)NC(=O)N1)N(CCCl)CCCl. Drug 2: C(=O)(N)NO. Cell line: SNB-75. Synergy scores: CSS=16.3, Synergy_ZIP=-7.44, Synergy_Bliss=-1.18, Synergy_Loewe=-15.0, Synergy_HSA=-1.16. (5) Drug 1: C1=CC(=CC=C1CCCC(=O)O)N(CCCl)CCCl. Drug 2: COCCOC1=C(C=C2C(=C1)C(=NC=N2)NC3=CC=CC(=C3)C#C)OCCOC.Cl. Cell line: M14. Synergy scores: CSS=-1.95, Synergy_ZIP=-6.65, Synergy_Bliss=-4.08, Synergy_Loewe=-5.93, Synergy_HSA=-5.56. (6) Drug 1: CC1=C2C(C(=O)C3(C(CC4C(C3C(C(C2(C)C)(CC1OC(=O)C(C(C5=CC=CC=C5)NC(=O)C6=CC=CC=C6)O)O)OC(=O)C7=CC=CC=C7)(CO4)OC(=O)C)O)C)OC(=O)C. Drug 2: CC1CCCC2(C(O2)CC(NC(=O)CC(C(C(=O)C(C1O)C)(C)C)O)C(=CC3=CSC(=N3)C)C)C. Cell line: PC-3. Synergy scores: CSS=65.1, Synergy_ZIP=1.90, Synergy_Bliss=0.615, Synergy_Loewe=-2.44, Synergy_HSA=4.66. (7) Drug 1: C1=CC(=C2C(=C1NCCNCCO)C(=O)C3=C(C=CC(=C3C2=O)O)O)NCCNCCO. Drug 2: CN1C2=C(C=C(C=C2)N(CCCl)CCCl)N=C1CCCC(=O)O.Cl. Cell line: OVCAR-4. Synergy scores: CSS=-0.801, Synergy_ZIP=-5.65, Synergy_Bliss=-10.3, Synergy_Loewe=-77.3, Synergy_HSA=-12.9.